From a dataset of Forward reaction prediction with 1.9M reactions from USPTO patents (1976-2016). Predict the product of the given reaction. (1) Given the reactants Cl[C:2]1[N:7]=[C:6]([C:8]2[CH:13]=[CH:12][C:11]([F:14])=[CH:10][C:9]=2[S:15]([N:18]([CH3:20])[CH3:19])(=[O:17])=[O:16])[C:5]([Cl:21])=[CH:4][N:3]=1.[CH3:22][N:23]1[CH2:28][CH2:27][N:26]([CH2:29][C:30]2[CH:36]=[CH:35][C:33]([NH2:34])=[CH:32][CH:31]=2)[CH2:25][CH2:24]1, predict the reaction product. The product is: [Cl:21][C:5]1[C:6]([C:8]2[CH:13]=[CH:12][C:11]([F:14])=[CH:10][C:9]=2[S:15]([N:18]([CH3:20])[CH3:19])(=[O:17])=[O:16])=[N:7][C:2]([NH:34][C:33]2[CH:32]=[CH:31][C:30]([CH2:29][N:26]3[CH2:25][CH2:24][N:23]([CH3:22])[CH2:28][CH2:27]3)=[CH:36][CH:35]=2)=[N:3][CH:4]=1. (2) Given the reactants [C:1]([O:5][C:6]([N:8]1[CH:13]2[CH2:14][CH2:15][CH:9]1[CH:10]=[C:11](OS(C(F)(F)F)(=O)=O)[CH2:12]2)=[O:7])([CH3:4])([CH3:3])[CH3:2].C(N(C(C)C)CC)(C)C.[O:33]1[CH2:38]COCC1.ClCCl.[OH2:42], predict the reaction product. The product is: [C:1]([O:5][C:6]([N:8]1[CH:13]2[CH2:14][CH2:15][CH:9]1[CH:10]=[C:11]([C:38]([OH:33])=[O:42])[CH2:12]2)=[O:7])([CH3:4])([CH3:3])[CH3:2]. (3) Given the reactants [Br:1][C:2]1[CH:3]=[CH:4][C:5]([CH:8]([C:10]2[CH:15]=[CH:14][C:13]([O:16][CH3:17])=[CH:12][CH:11]=2)[OH:9])=[N:6][CH:7]=1, predict the reaction product. The product is: [Br:1][C:2]1[CH:3]=[CH:4][C:5]([C:8]([C:10]2[CH:15]=[CH:14][C:13]([O:16][CH3:17])=[CH:12][CH:11]=2)=[O:9])=[N:6][CH:7]=1. (4) The product is: [Br:14][C:15]1[CH:20]=[CH:19][C:18]([N:5]2[CH:6]=[CH:7][C:3]([C:2]([F:13])([F:12])[F:1])=[C:4]2[CH2:8][O:10][C:11]2[CH:28]=[CH:27][C:26]([CH2:33][CH2:34][C:35]([OH:37])=[O:36])=[C:25]([F:24])[C:30]=2[F:31])=[CH:17][CH:16]=1. Given the reactants [F:1][C:2]([F:13])([F:12])[C:3]1[CH:7]=[CH:6][NH:5][C:4]=1[C:8]([O:10][CH3:11])=O.[Br:14][C:15]1[CH:20]=[CH:19][C:18](B(O)O)=[CH:17][CH:16]=1.[F:24][C:25]1[C:30]([F:31])=C(O)[CH:28]=[CH:27][C:26]=1[CH2:33][CH2:34][C:35]([O:37]CC)=[O:36], predict the reaction product. (5) Given the reactants [NH2:1][C:2]1[CH:3]=[C:4]([NH:8][C:9]2[N:14]=[C:13]([C:15]3[S:19][C:18]([S:20][CH3:21])=[C:17]([C:22]#[N:23])[C:16]=3[CH:24]3[CH2:29][CH2:28][CH2:27][CH2:26][CH2:25]3)[C:12]([CH3:30])=[CH:11][N:10]=2)[CH:5]=[CH:6][CH:7]=1.[CH2:31]([N:33]([CH2:37][CH3:38])[CH2:34][CH2:35]Br)[CH3:32].Br.CC(C)([O-])C.[Na+], predict the reaction product. The product is: [CH:24]1([C:16]2[C:17]([C:22]#[N:23])=[C:18]([S:20][CH3:21])[S:19][C:15]=2[C:13]2[C:12]([CH3:30])=[CH:11][N:10]=[C:9]([NH:8][C:4]3[CH:5]=[CH:6][CH:7]=[C:2]([NH:1][CH2:32][CH2:31][N:33]([CH2:37][CH3:38])[CH2:34][CH3:35])[CH:3]=3)[N:14]=2)[CH2:29][CH2:28][CH2:27][CH2:26][CH2:25]1.